Predict the reactants needed to synthesize the given product. From a dataset of Full USPTO retrosynthesis dataset with 1.9M reactions from patents (1976-2016). (1) Given the product [Cl:1][C:2]1[CH:3]=[C:4]([CH2:19][N:20]2[CH2:25][CH2:24][N:23]([C:39]([CH:34]3[CH2:38][CH2:37][CH2:36][CH2:35]3)=[O:40])[C@@H:22]([CH3:26])[CH2:21]2)[C:5]([CH3:18])=[C:6]([NH:8][C:9]([C:11]2[CH:12]=[N:13][C:14]([CH3:17])=[N:15][CH:16]=2)=[O:10])[CH:7]=1, predict the reactants needed to synthesize it. The reactants are: [Cl:1][C:2]1[CH:3]=[C:4]([CH2:19][N:20]2[CH2:25][CH2:24][NH:23][C@@H:22]([CH3:26])[CH2:21]2)[C:5]([CH3:18])=[C:6]([NH:8][C:9]([C:11]2[CH:12]=[N:13][C:14]([CH3:17])=[N:15][CH:16]=2)=[O:10])[CH:7]=1.CCN(CC)CC.[CH:34]1([C:39](Cl)=[O:40])[CH2:38][CH2:37][CH2:36][CH2:35]1.O. (2) Given the product [Cl:3][C:4]1[S:8][C:7]([C:9]([NH:11][C:12]2[CH:20]=[CH:19][CH:18]=[C:17]3[C:13]=2[C:14](=[O:30])[N:15]([CH2:22][C:23]2[CH:28]=[CH:27][CH:26]=[C:25]([I:29])[CH:24]=2)[CH:16]3[OH:21])=[O:10])=[CH:6][CH:5]=1, predict the reactants needed to synthesize it. The reactants are: [BH4-].[Na+].[Cl:3][C:4]1[S:8][C:7]([C:9]([NH:11][C:12]2[CH:20]=[CH:19][CH:18]=[C:17]3[C:13]=2[C:14](=[O:30])[N:15]([CH2:22][C:23]2[CH:28]=[CH:27][CH:26]=[C:25]([I:29])[CH:24]=2)[C:16]3=[O:21])=[O:10])=[CH:6][CH:5]=1.Cl.